Dataset: Forward reaction prediction with 1.9M reactions from USPTO patents (1976-2016). Task: Predict the product of the given reaction. Given the reactants [CH3:1][O:2][C:3]1[C:4]([CH3:37])=[C:5]([C@@H:9]2[C:15]3[CH:16]=[C:17]([C:20]([F:23])([F:22])[F:21])[CH:18]=[CH:19][C:14]=3[N:13]3[C:24]([C:27]([F:30])([F:29])[F:28])=[N:25][N:26]=[C:12]3[C@@H:11]([CH2:31][C:32]([O:34][CH2:35][CH3:36])=[O:33])[O:10]2)[CH:6]=[CH:7][CH:8]=1.CCCCCC, predict the reaction product. The product is: [CH3:1][O:2][C:3]1[C:4]([CH3:37])=[C:5]([C@@H:9]2[C:15]3[CH:16]=[C:17]([C:20]([F:21])([F:22])[F:23])[CH:18]=[CH:19][C:14]=3[N:13]3[C:24]([C:27]([F:30])([F:29])[F:28])=[N:25][N:26]=[C:12]3[C@@H:11]([CH2:31][C:32]([O:34][CH2:35][CH3:36])=[O:33])[O:10]2)[CH:6]=[CH:7][CH:8]=1.[CH3:1][O:2][C:3]1[C:4]([CH3:37])=[C:5]([C@H:9]2[C:15]3[CH:16]=[C:17]([C:20]([F:21])([F:22])[F:23])[CH:18]=[CH:19][C:14]=3[N:13]3[C:24]([C:27]([F:30])([F:29])[F:28])=[N:25][N:26]=[C:12]3[C@H:11]([CH2:31][C:32]([O:34][CH2:35][CH3:36])=[O:33])[O:10]2)[CH:6]=[CH:7][CH:8]=1.